The task is: Predict the reactants needed to synthesize the given product.. This data is from Full USPTO retrosynthesis dataset with 1.9M reactions from patents (1976-2016). Given the product [CH3:10][O:9][C:6]1[C@@H:7]([CH2:22][C:21]2[CH:24]=[CH:25][C:26]([C:28]([F:29])([F:31])[F:30])=[CH:27][C:20]=2[F:19])[N:8]=[C:3]([O:2][CH3:1])[C@H:4]([CH:11]([CH3:13])[CH3:12])[N:5]=1, predict the reactants needed to synthesize it. The reactants are: [CH3:1][O:2][C:3]1[C@H:4]([CH:11]([CH3:13])[CH3:12])[N:5]=[C:6]([O:9][CH3:10])[CH2:7][N:8]=1.C([Li])CCC.[F:19][C:20]1[CH:27]=[C:26]([C:28]([F:31])([F:30])[F:29])[CH:25]=[CH:24][C:21]=1[CH2:22]Br.